This data is from Catalyst prediction with 721,799 reactions and 888 catalyst types from USPTO. The task is: Predict which catalyst facilitates the given reaction. Reactant: C1C2NC=C([O:10][C@@H:11]3[O:16][C@H:15]([CH2:17][OH:18])[C@H:14]([OH:19])[C@H:13]([OH:20])[C@H:12]3[OH:21])C=2C(Cl)=C(Br)C=1. Product: [OH:10][C@@H:11]1[O:16][C@H:15]([CH2:17][OH:18])[C@H:14]([OH:19])[C@H:13]([OH:20])[C@H:12]1[OH:21]. The catalyst class is: 9.